Task: Predict which catalyst facilitates the given reaction.. Dataset: Catalyst prediction with 721,799 reactions and 888 catalyst types from USPTO (1) Reactant: [Cl:1][C:2]1[CH:3]=[N+:4]([O-:40])[CH:5]=[C:6]([Cl:39])[C:7]=1[CH2:8][C@@H:9]([C:24]1[CH:29]=[CH:28][C:27]([O:30][CH:31]([F:33])[F:32])=[C:26]([O:34][CH2:35][CH:36]2[CH2:38][CH2:37]2)[CH:25]=1)[O:10][C:11](=[O:23])[NH:12][C:13]1[CH:18]=[CH:17][C:16]([O:19][CH3:20])=[C:15]([O:21][CH3:22])[CH:14]=1.[H-].[Na+].I[CH3:44]. Product: [Cl:1][C:2]1[CH:3]=[N+:4]([O-:40])[CH:5]=[C:6]([Cl:39])[C:7]=1[CH2:8][C@@H:9]([C:24]1[CH:29]=[CH:28][C:27]([O:30][CH:31]([F:33])[F:32])=[C:26]([O:34][CH2:35][CH:36]2[CH2:38][CH2:37]2)[CH:25]=1)[O:10][C:11](=[O:23])[N:12]([C:13]1[CH:18]=[CH:17][C:16]([O:19][CH3:20])=[C:15]([O:21][CH3:22])[CH:14]=1)[CH3:44]. The catalyst class is: 1. (2) Reactant: [F:1][C:2]1[CH:7]=[CH:6][C:5]([S:8](Cl)(=[O:10])=[O:9])=[CH:4][CH:3]=1.[CH3:12][C:13]1([CH3:27])[C:17]([CH3:19])([CH3:18])[O:16][B:15]([C:20]2[CH:26]=[CH:25][C:23]([NH2:24])=[CH:22][CH:21]=2)[O:14]1.C(OCC)(=O)C. Product: [F:1][C:2]1[CH:7]=[CH:6][C:5]([S:8]([NH:24][C:23]2[CH:22]=[CH:21][C:20]([B:15]3[O:16][C:17]([CH3:19])([CH3:18])[C:13]([CH3:27])([CH3:12])[O:14]3)=[CH:26][CH:25]=2)(=[O:10])=[O:9])=[CH:4][CH:3]=1. The catalyst class is: 17. (3) Reactant: [F:1][C:2]([F:17])([F:16])[C:3]1[CH:8]=[CH:7][C:6]([C:9]2[C:10](=O)[O:11][C:12](=[O:14])[CH:13]=2)=[CH:5][CH:4]=1.FC(F)(F)C1C=CC(CC#[N:28])=CC=1.O.C(O)(=O)C=O.C(=O)([O-])[O-].[K+:41].[K+]. Product: [K+:41].[C:10]([C:9]([C:6]1[CH:7]=[CH:8][C:3]([C:2]([F:17])([F:16])[F:1])=[CH:4][CH:5]=1)=[CH:13][C:12]([O-:11])=[O:14])#[N:28]. The catalyst class is: 5. (4) Reactant: Cl.[F:2][C:3]1[CH:11]=[C:10]2[C:6]([C:7]([C:21]3[CH:22]=[N:23][N:24]([CH:26]4[CH2:31][CH2:30][NH:29][CH2:28][CH2:27]4)[CH:25]=3)=[CH:8][N:9]2[S:12]([C:15]2[CH:20]=[CH:19][CH:18]=[CH:17][CH:16]=2)(=[O:14])=[O:13])=[CH:5][CH:4]=1.CCN(CC)CC.C[Si]([N:43]=[C:44]=[O:45])(C)C. Product: [F:2][C:3]1[CH:11]=[C:10]2[C:6]([C:7]([C:21]3[CH:22]=[N:23][N:24]([CH:26]4[CH2:31][CH2:30][N:29]([C:44]([NH2:43])=[O:45])[CH2:28][CH2:27]4)[CH:25]=3)=[CH:8][N:9]2[S:12]([C:15]2[CH:16]=[CH:17][CH:18]=[CH:19][CH:20]=2)(=[O:13])=[O:14])=[CH:5][CH:4]=1. The catalyst class is: 2. (5) Reactant: C([O:8][C@H:9]1[C@H:13]2[O:14][CH2:15][C@:10]1([CH2:25][O:26]CC1C=CC=CC=1)[O:11][C@H:12]2[N:16]1[CH:24]=[C:22]([CH3:23])[C:20](=[O:21])[NH:19][C:17]1=[O:18])C1C=CC=CC=1. Product: [OH:8][C@H:9]1[C@H:13]2[O:14][CH2:15][C@:10]1([CH2:25][OH:26])[O:11][C@H:12]2[N:16]1[CH:24]=[C:22]([CH3:23])[C:20](=[O:21])[NH:19][C:17]1=[O:18]. The catalyst class is: 421. (6) Reactant: CC(OI1(OC(C)=O)(OC(C)=O)OC(=O)C2C=CC=CC1=2)=O.[CH3:23][C@H:24]1[CH2:29][CH2:28][C@H:27]([CH2:30][OH:31])[CH2:26][CH2:25]1. Product: [CH3:23][C@H:24]1[CH2:29][CH2:28][C@H:27]([CH:30]=[O:31])[CH2:26][CH2:25]1. The catalyst class is: 4.